Dataset: Cav3 T-type calcium channel HTS with 100,875 compounds. Task: Binary Classification. Given a drug SMILES string, predict its activity (active/inactive) in a high-throughput screening assay against a specified biological target. The drug is O=C(N(C(C)C)Cc1onc(n1)c1ccc(cc1)C)C(c1ccccc1)c1ccccc1. The result is 1 (active).